The task is: Predict which catalyst facilitates the given reaction.. This data is from Catalyst prediction with 721,799 reactions and 888 catalyst types from USPTO. (1) Reactant: [N+:1]([C:4]1[C:5]([O:19][CH3:20])=[C:6]([C:11]2[S:15][C:14]([C:16]([OH:18])=[O:17])=[CH:13][CH:12]=2)[CH:7]=[C:8]([CH3:10])[CH:9]=1)([O-])=O.C([O-])=O.[NH4+]. Product: [NH2:1][C:4]1[C:5]([O:19][CH3:20])=[C:6]([C:11]2[S:15][C:14]([C:16]([OH:18])=[O:17])=[CH:13][CH:12]=2)[CH:7]=[C:8]([CH3:10])[CH:9]=1. The catalyst class is: 78. (2) Reactant: [CH:1]1([CH2:4][CH:5]([C:7]2[NH:15][C:14]3[C:9](=[N:10][CH:11]=[CH:12][C:13]=3[C:16]([O:18]C)=[O:17])[CH:8]=2)[OH:6])[CH2:3][CH2:2]1. Product: [CH:1]1([CH2:4][CH:5]([C:7]2[NH:15][C:14]3[C:9](=[N:10][CH:11]=[CH:12][C:13]=3[C:16]([OH:18])=[O:17])[CH:8]=2)[OH:6])[CH2:3][CH2:2]1. The catalyst class is: 47. (3) Reactant: [I:1][C:2]1[CH:7]=[CH:6][C:5]([C:8](=O)[CH2:9][C:10](=O)[CH:11]=[CH:12]OC)=[CH:4][CH:3]=1.[NH2:17][NH:18][C:19]([NH2:21])=[S:20]. Product: [I:1][C:2]1[CH:7]=[CH:6][C:5]([C:8]2[NH:21][C:19](=[S:20])[N:18]3[N:17]=[CH:12][CH:11]=[C:10]3[CH:9]=2)=[CH:4][CH:3]=1. The catalyst class is: 5. (4) Reactant: [N:1]1([C:10]2[N:18]=[C:17]([Cl:19])[N:16]=[C:15]3[C:11]=2[N:12]=[CH:13][NH:14]3)[C:5]2[CH:6]=[CH:7][CH:8]=[CH:9][C:4]=2[N:3]=[CH:2]1.[NH2:20][C@@H:21]1[CH2:26][CH2:25][CH2:24][CH2:23][C@@H:22]1[NH2:27]. Product: [ClH:19].[ClH:19].[N:1]1([C:10]2[N:18]=[C:17]([NH:20][C@@H:21]3[CH2:26][CH2:25][CH2:24][CH2:23][C@@H:22]3[NH2:27])[N:16]=[C:15]3[C:11]=2[N:12]=[CH:13][NH:14]3)[C:5]2[CH:6]=[CH:7][CH:8]=[CH:9][C:4]=2[N:3]=[CH:2]1. The catalyst class is: 16.